Predict the product of the given reaction. From a dataset of Forward reaction prediction with 1.9M reactions from USPTO patents (1976-2016). Given the reactants [CH3:1][C@H:2]1[NH:7][CH2:6][CH2:5][N:4](C2C=CC(CCC)=CC=2)[CH2:3]1.Br[C:18]1[CH:27]=[CH:26][C:25]2[C:20](=[CH:21][CH:22]=[C:23]([O:28][CH3:29])[CH:24]=2)[CH:19]=1, predict the reaction product. The product is: [CH3:29][O:28][C:23]1[CH:24]=[C:25]2[C:20](=[CH:21][CH:22]=1)[CH:19]=[C:18]([N:4]1[CH2:5][CH2:6][NH:7][C@H:2]([CH3:1])[CH2:3]1)[CH:27]=[CH:26]2.